This data is from Catalyst prediction with 721,799 reactions and 888 catalyst types from USPTO. The task is: Predict which catalyst facilitates the given reaction. (1) Reactant: [CH3:1][C:2]1([CH3:12])[O:7][CH2:6][C:5]([CH3:11])([C:8]([OH:10])=O)[CH2:4][O:3]1.CN(C(ON1N=NC2C=CC=NC1=2)=[N+](C)C)C.F[P-](F)(F)(F)(F)F.CCN(C(C)C)C(C)C.[NH2:46][C:47]1[CH:52]=[CH:51][CH:50]=[C:49]([C:53]2[CH:58]=[CH:57][CH:56]=[CH:55][CH:54]=2)[C:48]=1[C:59]([NH2:61])=[O:60]. Product: [C:59]([C:48]1[C:47]([NH:46][C:8]([C:5]2([CH3:11])[CH2:4][O:3][C:2]([CH3:1])([CH3:12])[O:7][CH2:6]2)=[O:10])=[CH:52][CH:51]=[CH:50][C:49]=1[C:53]1[CH:58]=[CH:57][CH:56]=[CH:55][CH:54]=1)(=[O:60])[NH2:61]. The catalyst class is: 2. (2) Product: [C:1]([CH:4]([CH2:16][CH:17]([CH3:19])[CH3:18])[C:5]([NH:7][CH2:8][CH2:9][C:10]1[CH:11]=[CH:12][CH:13]=[CH:14][CH:15]=1)=[O:6])(=[O:3])[CH3:2]. The catalyst class is: 350. Reactant: [C:1]([CH:4]([CH2:16][C:17]([CH3:19])=[CH2:18])[C:5]([NH:7][CH2:8][CH2:9][C:10]1[CH:15]=[CH:14][CH:13]=[CH:12][CH:11]=1)=[O:6])(=[O:3])[CH3:2].CCO. (3) Reactant: [F-].[Cs+].F[C:4]1[CH:9]=[CH:8][C:7]([N+:10]([O-:12])=[O:11])=[CH:6][CH:5]=1.[CH2:13]([O:16][Si](C)(C)C)[CH2:14][CH3:15].O. Product: [CH2:13]([O:16][C:4]1[CH:9]=[CH:8][C:7]([N+:10]([O-:12])=[O:11])=[CH:6][CH:5]=1)[CH2:14][CH3:15]. The catalyst class is: 174. (4) Reactant: CC[N:3]=C=NCCCN(C)C.[Cl:12][C:13]1[CH:36]=[C:35]([Cl:37])[CH:34]=[CH:33][C:14]=1[CH2:15][O:16][C:17]1[CH:32]=[CH:31][C:20]2[C:21]([O:27][CH2:28][O:29][CH3:30])=[C:22]([C:24](O)=[O:25])[S:23][C:19]=2[CH:18]=1.CN(C=O)C. Product: [Cl:12][C:13]1[CH:36]=[C:35]([Cl:37])[CH:34]=[CH:33][C:14]=1[CH2:15][O:16][C:17]1[CH:32]=[CH:31][C:20]2[C:21]([O:27][CH2:28][O:29][CH3:30])=[C:22]([C:24]([NH2:3])=[O:25])[S:23][C:19]=2[CH:18]=1. The catalyst class is: 6. (5) Reactant: [CH:1]([B-](F)(F)F)=[CH2:2].[K+].C(N(CC)CC)C.Br[C:16]1[CH:21]=[CH:20][CH:19]=[C:18]([F:22])[N:17]=1.C(=O)([O-])O.[Na+]. Product: [F:22][C:18]1[CH:19]=[CH:20][CH:21]=[C:16]([CH:1]=[CH2:2])[N:17]=1. The catalyst class is: 259. (6) Reactant: C1(S([N:10]2[C:14]3=[N:15][CH:16]=[CH:17][CH:18]=[C:13]3[CH:12]=[C:11]2[C:19]([C:26]2[CH:31]=[CH:30][C:29]([NH:32][S:33]([CH3:36])(=[O:35])=[O:34])=[CH:28][CH:27]=2)=[CH:20][CH:21]2[CH2:25][CH2:24][CH2:23][CH2:22]2)(=O)=O)C=CC=CC=1.[F-].C([N+](CCCC)(CCCC)CCCC)CCC. Product: [CH:21]1([CH:20]=[C:19]([C:26]2[CH:27]=[CH:28][C:29]([NH:32][S:33]([CH3:36])(=[O:35])=[O:34])=[CH:30][CH:31]=2)[C:11]2[NH:10][C:14]3=[N:15][CH:16]=[CH:17][CH:18]=[C:13]3[CH:12]=2)[CH2:25][CH2:24][CH2:23][CH2:22]1. The catalyst class is: 7. (7) Reactant: [CH3:1][O:2][C:3]1[CH:8]=[CH:7][C:6]([C:9]2[O:13][C:12]([C:14]3[S:15][CH:16]=[CH:17][CH:18]=3)=[N:11][C:10]=2[C:19]([O:21]CC)=[O:20])=[CH:5][CH:4]=1.[OH-].[Li+].Cl. Product: [CH3:1][O:2][C:3]1[CH:8]=[CH:7][C:6]([C:9]2[O:13][C:12]([C:14]3[S:15][CH:16]=[CH:17][CH:18]=3)=[N:11][C:10]=2[C:19]([OH:21])=[O:20])=[CH:5][CH:4]=1. The catalyst class is: 100. (8) Reactant: [CH3:1][C:2]1[CH:7]=[CH:6][N:5]=[CH:4][CH:3]=1.[Br-:8].[Br:9][CH2:10][CH2:11][CH2:12][N+:13]([CH2:18][CH3:19])([CH2:16][CH3:17])[CH2:14][CH3:15]. Product: [Br-:9].[Br-:8].[CH2:14]([N+:13]([CH2:18][CH3:19])([CH2:16][CH3:17])[CH2:12][CH2:11][CH2:10][N+:5]1[CH:6]=[CH:7][C:2]([CH3:1])=[CH:3][CH:4]=1)[CH3:15]. The catalyst class is: 3. (9) Reactant: [CH2:1]([O:3][C:4]([C:6]1[C:7]([CH2:31][OH:32])=[C:8]2[C:13]([NH:14][C:15]3[CH:20]=[CH:19][C:18]([O:21][C:22]4[CH:27]=[CH:26][CH:25]=[CH:24][CH:23]=4)=[CH:17][CH:16]=3)=[C:12]([C:28]#[N:29])[CH:11]=[N:10][N:9]2[CH:30]=1)=[O:5])[CH3:2]. Product: [CH2:1]([O:3][C:4]([C:6]1[C:7]([CH:31]=[O:32])=[C:8]2[C:13]([NH:14][C:15]3[CH:16]=[CH:17][C:18]([O:21][C:22]4[CH:27]=[CH:26][CH:25]=[CH:24][CH:23]=4)=[CH:19][CH:20]=3)=[C:12]([C:28]#[N:29])[CH:11]=[N:10][N:9]2[CH:30]=1)=[O:5])[CH3:2]. The catalyst class is: 703.